This data is from Forward reaction prediction with 1.9M reactions from USPTO patents (1976-2016). The task is: Predict the product of the given reaction. (1) Given the reactants [CH2:1](Br)[C:2]1[CH:7]=[CH:6][CH:5]=[CH:4][CH:3]=1.[CH2:9]([O:11][C:12]1[C:21]2[C:16](=[CH:17][CH:18]=[CH:19][CH:20]=2)[C:15]([OH:22])=[C:14]([C:23]([O:25][CH2:26][CH3:27])=[O:24])[C:13]=1[C:28]([O:30][CH2:31][CH3:32])=[O:29])[CH3:10].C(=O)([O-])[O-].[K+].[K+], predict the reaction product. The product is: [CH2:9]([O:11][C:12]1[C:21]2[C:16](=[CH:17][CH:18]=[CH:19][CH:20]=2)[C:15]([O:22][CH2:1][C:2]2[CH:7]=[CH:6][CH:5]=[CH:4][CH:3]=2)=[C:14]([C:23]([O:25][CH2:26][CH3:27])=[O:24])[C:13]=1[C:28]([O:30][CH2:31][CH3:32])=[O:29])[CH3:10]. (2) Given the reactants Br[C:2]1[S:3][CH:4]=[C:5]([Br:7])[CH:6]=1.C([Sn](CCCC)(CCCC)[C:13]1[CH:18]=[CH:17][CH:16]=[CH:15][N:14]=1)CCC, predict the reaction product. The product is: [Br:7][C:5]1[CH:6]=[C:2]([C:13]2[CH:18]=[CH:17][CH:16]=[CH:15][N:14]=2)[S:3][CH:4]=1.